From a dataset of Catalyst prediction with 721,799 reactions and 888 catalyst types from USPTO. Predict which catalyst facilitates the given reaction. (1) Reactant: [CH3:1][N:2]([CH3:16])[C:3]1[S:4][C@H:5]2[O:11][C@H:10]([CH2:12][OH:13])[C@@H:9]([OH:14])[C@H:8]([OH:15])[C@H:6]2[N:7]=1.C(N(CC)CC)C.[C:24]([Si:28](Cl)([CH3:30])[CH3:29])([CH3:27])([CH3:26])[CH3:25]. Product: [Si:28]([O:13][CH2:12][C@H:10]1[O:11][C@H:5]2[C@H:6]([N:7]=[C:3]([N:2]([CH3:16])[CH3:1])[S:4]2)[C@@H:8]([OH:15])[C@@H:9]1[OH:14])([C:24]([CH3:27])([CH3:26])[CH3:25])([CH3:30])[CH3:29]. The catalyst class is: 241. (2) Reactant: [CH2:1]([N:8]1[CH:13]2[CH2:14][CH2:15][CH:9]1[CH2:10][C:11](=[N:16]O)[CH2:12]2)[C:2]1[CH:7]=[CH:6][CH:5]=[CH:4][CH:3]=1.[Na].Cl. Product: [CH2:1]([N:8]1[CH:9]2[CH2:15][CH2:14][CH:13]1[CH2:12][CH:11]([NH2:16])[CH2:10]2)[C:2]1[CH:3]=[CH:4][CH:5]=[CH:6][CH:7]=1. The catalyst class is: 709. (3) Reactant: [Cl:1][C:2]1[CH:3]=[C:4]([CH:8]2[C:12]([C:15]3[CH:20]=[CH:19][C:18]([Cl:21])=[CH:17][CH:16]=3)([C:13]#[N:14])[CH:11]([CH2:22][C:23]([CH3:26])([CH3:25])[CH3:24])[N:10]([CH2:27][CH3:28])[CH:9]2[C:29]([OH:31])=O)[CH:5]=[CH:6][CH:7]=1.CC1(C)[O:37][C@@H:36]([CH2:38][CH2:39][NH2:40])[CH2:35][O:34]1.CN(C(ON1N=NC2C=CC=NC1=2)=[N+](C)C)C.F[P-](F)(F)(F)(F)F.CCN(C(C)C)C(C)C. Product: [OH:37][C@H:36]([CH2:35][OH:34])[CH2:38][CH2:39][NH:40][C:29]([CH:9]1[CH:8]([C:4]2[CH:5]=[CH:6][CH:7]=[C:2]([Cl:1])[CH:3]=2)[C:12]([C:15]2[CH:20]=[CH:19][C:18]([Cl:21])=[CH:17][CH:16]=2)([C:13]#[N:14])[CH:11]([CH2:22][C:23]([CH3:26])([CH3:25])[CH3:24])[N:10]1[CH2:27][CH3:28])=[O:31]. The catalyst class is: 2. (4) Reactant: O.O.O.O.O.O.[Cl-].[Cr+3:8].[Cl-].[Cl-].[NH2:11][C@H:12]([C:15]([OH:17])=[O:16])[CH2:13][SH:14].[P:18]([O:30][CH2:31][C@H:32]1[O:36][C@@H:35]([N:37]2[C:46]3[N:45]=[CH:44][N:43]=[C:41]([NH2:42])[C:40]=3[N:39]=[CH:38]2)[C@H:34]([OH:47])[C@@H:33]1[OH:48])([O:21][P:22]([O:25][P:26]([OH:29])([OH:28])=[O:27])([OH:24])=[O:23])(=[O:20])[OH:19]. Product: [NH2:11][C@H:12]([C:15]([OH:17])=[O:16])[CH2:13][SH:14].[Cr:8].[P:18]([O:30][CH2:31][C@H:32]1[O:36][C@@H:35]([N:37]2[C:46]3[N:45]=[CH:44][N:43]=[C:41]([NH2:42])[C:40]=3[N:39]=[CH:38]2)[C@H:34]([OH:47])[C@@H:33]1[OH:48])([O:21][P:22]([O:25][P:26]([OH:28])([OH:29])=[O:27])([OH:24])=[O:23])(=[O:19])[OH:20]. The catalyst class is: 6. (5) Reactant: Cl.[Cl:2][C:3]1[CH:8]=[CH:7][CH:6]=[C:5]([Cl:9])[C:4]=1[C:10]([NH:12][C:13]1[CH:24]=[CH:23][C:16]([CH2:17][C@@H:18]([C:20]([OH:22])=[O:21])[NH2:19])=[CH:15][CH:14]=1)=[O:11].[CH:25]1[C:37]2[CH:36]([CH2:38][O:39][C:40](ON3C(=O)CCC3=O)=[O:41])[C:35]3[C:30](=[CH:31][CH:32]=[CH:33][CH:34]=3)[C:29]=2[CH:28]=[CH:27][CH:26]=1.C(=O)([O-])[O-].[Na+].[Na+].O1CCOCC1. Product: [Cl:2][C:3]1[CH:8]=[CH:7][CH:6]=[C:5]([Cl:9])[C:4]=1[C:10]([NH:12][C:13]1[CH:24]=[CH:23][C:16]([CH2:17][C@@H:18]([C:20]([OH:22])=[O:21])[NH:19][C:40]([O:39][CH2:38][CH:36]2[C:35]3[CH:34]=[CH:33][CH:32]=[CH:31][C:30]=3[C:29]3[C:37]2=[CH:25][CH:26]=[CH:27][CH:28]=3)=[O:41])=[CH:15][CH:14]=1)=[O:11]. The catalyst class is: 6. (6) Reactant: [NH2:1][C:2]1[C:7]2=[C:8]([C:16]3[CH:21]=[CH:20][C:19]([NH:22][C:23]([NH:25][C:26]4[CH:31]=[C:30]([C:32]([F:35])([F:34])[F:33])[CH:29]=[CH:28][C:27]=4[F:36])=[O:24])=[CH:18][CH:17]=3)[C:9]([CH2:13][O:14][CH3:15])=[C:10]([CH:11]=[O:12])[N:6]2[N:5]=[CH:4][N:3]=1.[CH3:37][Li]. Product: [NH2:1][C:2]1[C:7]2=[C:8]([C:16]3[CH:21]=[CH:20][C:19]([NH:22][C:23]([NH:25][C:26]4[CH:31]=[C:30]([C:32]([F:33])([F:34])[F:35])[CH:29]=[CH:28][C:27]=4[F:36])=[O:24])=[CH:18][CH:17]=3)[C:9]([CH2:13][O:14][CH3:15])=[C:10]([CH:11]([OH:12])[CH3:37])[N:6]2[N:5]=[CH:4][N:3]=1. The catalyst class is: 1. (7) Reactant: [Cl:1][C:2]1[N:7]=[CH:6][C:5]2[C:8](I)=[N:9][N:10]([CH:11]([CH3:13])[CH3:12])[C:4]=2[CH:3]=1.[NH:15]1[CH2:20][CH2:19][O:18][CH2:17][CH2:16]1.C1(P(C2C=CC=CC=2)C2C3OC4C(=CC=CC=4P(C4C=CC=CC=4)C4C=CC=CC=4)C(C)(C)C=3C=CC=2)C=CC=CC=1.C(=O)([O-])[O-].[Cs+].[Cs+]. Product: [Cl:1][C:2]1[N:7]=[CH:6][C:5]2[C:8]([N:15]3[CH2:20][CH2:19][O:18][CH2:17][CH2:16]3)=[N:9][N:10]([CH:11]([CH3:13])[CH3:12])[C:4]=2[CH:3]=1. The catalyst class is: 62. (8) Reactant: [F:1][C:2]1[C:3]2[N:11]([C@H:12]3[C@H:19]4[C@H:15]([O:16]C(C)(C)[O:18]4)[C@@H:14]([CH3:22])[CH2:13]3)[CH:10]=[N:9][C:4]=2[C:5]([NH2:8])=[N:6][CH:7]=1.Cl. Product: [NH2:8][C:5]1[CH:4]2[N:9]=[CH:10][N:11]([C@@H:12]3[CH2:13][C@H:14]([CH3:22])[C@@H:15]([OH:16])[C@H:19]3[OH:18])[CH:3]2[C:2]([F:1])=[CH:7][N:6]=1. The catalyst class is: 5. (9) Reactant: [CH2:1]([N:3]1[C:7]2=[N:8][C:9]([CH2:30][CH3:31])=[C:10]([CH2:19][NH:20][C:21]([C:23]3([C:26]([O:28]C)=[O:27])[CH2:25][CH2:24]3)=[O:22])[C:11]([NH:12][CH:13]3[CH2:18][CH2:17][O:16][CH2:15][CH2:14]3)=[C:6]2[CH:5]=[N:4]1)[CH3:2].O.[OH-].[Li+]. Product: [CH2:1]([N:3]1[C:7]2=[N:8][C:9]([CH2:30][CH3:31])=[C:10]([CH2:19][NH:20][C:21]([C:23]3([C:26]([OH:28])=[O:27])[CH2:25][CH2:24]3)=[O:22])[C:11]([NH:12][CH:13]3[CH2:14][CH2:15][O:16][CH2:17][CH2:18]3)=[C:6]2[CH:5]=[N:4]1)[CH3:2]. The catalyst class is: 7. (10) Reactant: [CH3:1][N:2]1[C:10]2[C:9]3=[C:11]([O:17][C:18]4[CH:23]=[CH:22][C:21]5[O:24][CH2:25][O:26][C:20]=5[CH:19]=4)[S:12][C:13]([C:14](O)=[O:15])=[C:8]3[CH2:7][CH2:6][C:5]=2[CH:4]=[N:3]1.[CH2:27]([NH2:31])[CH:28]([CH3:30])[CH3:29].CCN=C=NCCCN(C)C.C1C=CC2N(O)N=NC=2C=1. Product: [CH3:29][CH:28]([CH3:30])[CH2:27][NH:31][C:14]([C:13]1[S:12][C:11]([O:17][C:18]2[CH:23]=[CH:22][C:21]3[O:24][CH2:25][O:26][C:20]=3[CH:19]=2)=[C:9]2[C:10]3[N:2]([CH3:1])[N:3]=[CH:4][C:5]=3[CH2:6][CH2:7][C:8]=12)=[O:15]. The catalyst class is: 3.